Dataset: Catalyst prediction with 721,799 reactions and 888 catalyst types from USPTO. Task: Predict which catalyst facilitates the given reaction. (1) Reactant: [Br:1][C:2]1[CH:7]=[CH:6][C:5]([C:8]2([C:11]([OH:13])=O)[CH2:10][CH2:9]2)=[CH:4][CH:3]=1.ClC(OCC(C)C)=O.C([N:24](CC)CC)C.N. Product: [Br:1][C:2]1[CH:7]=[CH:6][C:5]([C:8]2([C:11]([NH2:24])=[O:13])[CH2:10][CH2:9]2)=[CH:4][CH:3]=1. The catalyst class is: 146. (2) Reactant: [CH3:1][C:2]1[C:7](B(O)O)=[CH:6][N:5]2[CH:11]=[CH:12][N:13]=[C:4]2[CH:3]=1.Cl[C:15]1[N:24]=[C:23]([NH:25][CH2:26][CH2:27][C:28]2[CH:33]=[CH:32]N=C[CH:29]=2)[C:22]2[C:17](=[CH:18][CH:19]=[CH:20][CH:21]=2)[N:16]=1.[CH:34]([NH:47]C1C2C(=CC=CC=2)N=C(C2SC3C=CC=CC=3C=2)N=1)(C1C=CC=CC=1)C1C=CC=CC=1. Product: [CH3:1][C:2]1[C:7]([C:15]2[N:24]=[C:23]([NH:25][CH2:26][CH2:27][C:28]3[CH:29]=[N:47][CH:34]=[CH:32][CH:33]=3)[C:22]3[C:17](=[CH:18][CH:19]=[CH:20][CH:21]=3)[N:16]=2)=[CH:6][N:5]2[CH:11]=[CH:12][N:13]=[C:4]2[CH:3]=1. The catalyst class is: 147. (3) Reactant: [Br:1][C:2]1[CH:7]=[C:6]([O:8][CH3:9])[C:5]([O:10][CH:11]([CH3:13])[CH3:12])=[CH:4][C:3]=1[CH2:14][CH2:15]I.C(=O)([O-])[O-].[K+].[K+].[CH3:23][O:24][C:25](=[O:31])[CH2:26][C:27]([O:29][CH3:30])=[O:28]. Product: [CH3:23][O:24][C:25](=[O:31])[CH:26]([CH2:15][CH2:14][C:3]1[CH:4]=[C:5]([O:10][CH:11]([CH3:13])[CH3:12])[C:6]([O:8][CH3:9])=[CH:7][C:2]=1[Br:1])[C:27]([O:29][CH3:30])=[O:28]. The catalyst class is: 3. (4) Reactant: [C:1]1([C:29]2[CH:34]=[CH:33][CH:32]=[CH:31][CH:30]=2)[CH:6]=[CH:5][C:4]([C:7]2[N:12]=[C:11]3[N:13]=[C:14](S(C)(=O)=O)[N:15](COCC[Si](C)(C)C)[C:10]3=[CH:9][C:8]=2[Cl:28])=[CH:3][CH:2]=1.C1(C2[O:46][C@H:45]3[C@H:47]([OH:52])[C@@H:48]([OH:51])[CH2:49][O:50][C@@H:44]3[CH2:43][O:42]2)C=CC=CC=1.C(=O)([O-])[O-].[Cs+].[Cs+].O. Product: [C:1]1([C:29]2[CH:34]=[CH:33][CH:32]=[CH:31][CH:30]=2)[CH:6]=[CH:5][C:4]([C:7]2[N:12]=[C:11]3[N:13]=[C:14]([O:51][C@H:48]4[CH2:49][O:50][C@H:44]([CH2:43][OH:42])[C@@H:45]([OH:46])[C@@H:47]4[OH:52])[NH:15][C:10]3=[CH:9][C:8]=2[Cl:28])=[CH:3][CH:2]=1. The catalyst class is: 3. (5) The catalyst class is: 5. Product: [F:34][CH:2]([F:1])[C:3]1[C:11]2[C:6](=[CH:7][C:8]([F:12])=[CH:9][CH:10]=2)[N:5]([S:13]([C:16]2[C:25]3[C:20](=[CH:21][CH:22]=[CH:23][CH:24]=3)[C:19]([O:26][CH3:27])=[C:18]([N:28]3[CH2:33][CH2:32][N:31]([CH3:35])[CH2:30][CH2:29]3)[CH:17]=2)(=[O:15])=[O:14])[CH:4]=1. Reactant: [F:1][CH:2]([F:34])[C:3]1[C:11]2[C:6](=[CH:7][C:8]([F:12])=[CH:9][CH:10]=2)[N:5]([S:13]([C:16]2[C:25]3[C:20](=[CH:21][CH:22]=[CH:23][CH:24]=3)[C:19]([O:26][CH3:27])=[C:18]([N:28]3[CH2:33][CH2:32][NH:31][CH2:30][CH2:29]3)[CH:17]=2)(=[O:15])=[O:14])[CH:4]=1.[C:35]([BH3-])#N.[Na+].C=O. (6) Reactant: C([NH:8][C@@H:9]([C:17]([N:19]1[CH2:24][CH2:23][CH:22]([CH:25]2[CH2:30][CH2:29][N:28]([CH3:31])[CH2:27][CH2:26]2)[CH2:21][CH2:20]1)=[O:18])[CH2:10][CH:11]1[CH2:16][CH2:15][CH2:14][CH2:13][CH2:12]1)(OC(C)(C)C)=O.C1(OC)C=CC=CC=1.[ClH:40]. Product: [ClH:40].[ClH:40].[CH:11]1([CH2:10][C@H:9]([C:17]([N:19]2[CH2:20][CH2:21][CH:22]([CH:25]3[CH2:26][CH2:27][N:28]([CH3:31])[CH2:29][CH2:30]3)[CH2:23][CH2:24]2)=[O:18])[NH2:8])[CH2:16][CH2:15][CH2:14][CH2:13][CH2:12]1. The catalyst class is: 5. (7) Reactant: [OH:1][C:2]1[C:12]([I:13])=[CH:11][C:5]([C:6]([O:8][CH2:9][CH3:10])=[O:7])=[CH:4][N:3]=1.I[CH:15]([CH3:17])[CH3:16].C(=O)([O-])[O-].[Cs+].[Cs+]. Product: [I:13][C:12]1[C:2]([O:1][CH:15]([CH3:17])[CH3:16])=[N:3][CH:4]=[C:5]([CH:11]=1)[C:6]([O:8][CH2:9][CH3:10])=[O:7]. The catalyst class is: 3. (8) Reactant: [CH3:1][O:2][C:3]([C@@:5]12[CH2:14][N:13]([C:15]([O:17][C:18]([CH3:21])([CH3:20])[CH3:19])=[O:16])[CH2:12][CH2:11][C:10]1=[CH:9][C:8](=O)/[C:7](=[CH:23]\O)/[CH2:6]2)=[O:4].Cl.[F:26][C:27]1[CH:32]=[CH:31][C:30]([NH:33][NH2:34])=[CH:29][CH:28]=1.C([O-])(=O)C.[Na+]. Product: [CH3:1][O:2][C:3]([C@@:5]12[CH2:14][N:13]([C:15]([O:17][C:18]([CH3:19])([CH3:21])[CH3:20])=[O:16])[CH2:12][CH2:11][C:10]1=[CH:9][C:8]1[N:33]([C:30]3[CH:31]=[CH:32][C:27]([F:26])=[CH:28][CH:29]=3)[N:34]=[CH:23][C:7]=1[CH2:6]2)=[O:4]. The catalyst class is: 15.